Dataset: Reaction yield outcomes from USPTO patents with 853,638 reactions. Task: Predict the reaction yield, written as a fraction of the theoretical maximum amount of product (1.0 means a 100% yield; for example, 0.34 means a 34% yield). (1) The reactants are C1(P(C2C=CC=CC=2)C2C=CC=CC=2)C=CC=CC=1.II.C(N(CC)CC)C.[Si:29]([O:36][C:37]1[CH:38]=[C:39]([CH:68]=[CH:69][CH:70]=1)[C:40]([NH:42][NH:43][C:44](=[O:67])[C@H:45]([NH:56][C:57]1[CH:62]=[CH:61][C:60]([C:63]#[N:64])=[C:59](Cl)[C:58]=1C)[C@@H:46]([O:48][Si:49]([C:52]([CH3:55])([CH3:54])[CH3:53])([CH3:51])[CH3:50])[CH3:47])=O)([C:32]([CH3:35])([CH3:34])[CH3:33])([CH3:31])[CH3:30].[CH2:71]([Cl:73])Cl. No catalyst specified. The product is [Si:49]([O:48][C@@H:46]([CH3:47])[C@@H:45]([NH:56][C:57]1[CH:58]=[CH:59][C:60]([C:63]#[N:64])=[C:71]([Cl:73])[C:62]=1[CH3:61])[C:44]1[O:67][C:40]([C:39]2[CH:68]=[CH:69][CH:70]=[C:37]([O:36][Si:29]([C:32]([CH3:33])([CH3:34])[CH3:35])([CH3:30])[CH3:31])[CH:38]=2)=[N:42][N:43]=1)([C:52]([CH3:55])([CH3:53])[CH3:54])([CH3:50])[CH3:51]. The yield is 0.680. (2) The reactants are [Na].[C:2]1([P:8]([C:10]2[CH:15]=[CH:14][CH:13]=[CH:12][CH:11]=2)Cl)[CH:7]=[CH:6][CH:5]=[CH:4][CH:3]=1.Cl[CH2:17][C:18]([CH2:23][CH3:24])([CH2:21]Cl)[CH2:19]Cl.[OH-].[Na+]. The catalyst is C(OCCCC)CCC. The product is [C:2]1([P:8]([CH2:17][C:18]([CH2:21][P:8]([C:10]2[CH:11]=[CH:12][CH:13]=[CH:14][CH:15]=2)[C:2]2[CH:7]=[CH:6][CH:5]=[CH:4][CH:3]=2)([CH2:19][P:8]([C:2]2[CH:3]=[CH:4][CH:5]=[CH:6][CH:7]=2)[C:10]2[CH:11]=[CH:12][CH:13]=[CH:14][CH:15]=2)[CH2:23][CH3:24])[C:10]2[CH:15]=[CH:14][CH:13]=[CH:12][CH:11]=2)[CH:7]=[CH:6][CH:5]=[CH:4][CH:3]=1. The yield is 0.780. (3) The reactants are [NH2:1][C:2]1[S:3][CH:4]=[N:5][N:6]=1.[CH3:7][O:8][C:9]1[CH:16]=[C:15]([O:17][CH3:18])[CH:14]=[CH:13][C:10]=1[CH:11]=O.C(O[BH-](OC(=O)C)OC(=O)C)(=O)C.[Na+]. The catalyst is ClCCl.Cl[Ti](OC(C)C)(OC(C)C)OC(C)C. The product is [CH3:7][O:8][C:9]1[CH:16]=[C:15]([O:17][CH3:18])[CH:14]=[CH:13][C:10]=1[CH2:11][NH:1][C:2]1[S:3][CH:4]=[N:5][N:6]=1. The yield is 0.860. (4) The reactants are [H-].[Na+].[CH2:3]([OH:6])[CH2:4][OH:5].F[C:8]1[CH:13]=[C:12]([C:14]2[C:15]([C:26]3[O:27][CH:28]=[CH:29][CH:30]=3)=[N:16][C:17]([NH2:25])=[N:18][C:19]=2[C:20]2[O:21][CH:22]=[CH:23][CH:24]=2)[CH:11]=[CH:10][N:9]=1. The catalyst is CN(C)C=O. The product is [NH2:25][C:17]1[N:16]=[C:15]([C:26]2[O:27][CH:28]=[CH:29][CH:30]=2)[C:14]([C:12]2[CH:11]=[CH:10][N:9]=[C:8]([O:5][CH2:4][CH2:3][OH:6])[CH:13]=2)=[C:19]([C:20]2[O:21][CH:22]=[CH:23][CH:24]=2)[N:18]=1. The yield is 0.360.